This data is from Full USPTO retrosynthesis dataset with 1.9M reactions from patents (1976-2016). The task is: Predict the reactants needed to synthesize the given product. Given the product [CH2:1]([O:8][C:9]1[CH:14]=[CH:13][C:12]([N:15]2[C:19](=[O:20])[CH2:18][CH:17]([C:21]([Cl:26])=[O:23])[CH2:16]2)=[CH:11][CH:10]=1)[C:2]1[CH:7]=[CH:6][CH:5]=[CH:4][CH:3]=1, predict the reactants needed to synthesize it. The reactants are: [CH2:1]([O:8][C:9]1[CH:14]=[CH:13][C:12]([N:15]2[C:19](=[O:20])[CH2:18][CH:17]([C:21]([OH:23])=O)[CH2:16]2)=[CH:11][CH:10]=1)[C:2]1[CH:7]=[CH:6][CH:5]=[CH:4][CH:3]=1.S(Cl)([Cl:26])=O.